Dataset: Full USPTO retrosynthesis dataset with 1.9M reactions from patents (1976-2016). Task: Predict the reactants needed to synthesize the given product. (1) Given the product [CH3:1][C:2]1[N:6]=[C:5]([C:7]2[CH:8]=[CH:9][C:10]([NH:13][C:14]3[S:15][C:26]4[CH2:27][CH2:28][CH2:29][CH:24]([C:20]5[CH:21]=[CH:22][CH:23]=[CH:18][CH:19]=5)[C:25]=4[N:16]=3)=[CH:11][CH:12]=2)[S:4][N:3]=1, predict the reactants needed to synthesize it. The reactants are: [CH3:1][C:2]1[N:6]=[C:5]([C:7]2[CH:12]=[CH:11][C:10]([NH:13][C:14]([NH2:16])=[S:15])=[CH:9][CH:8]=2)[S:4][N:3]=1.Br[CH:18]1[CH2:23][CH2:22][CH2:21][CH:20]([C:24]2[CH:29]=[CH:28][CH:27]=[CH:26][CH:25]=2)[C:19]1=O. (2) Given the product [CH3:12][N:13]1[CH2:18][CH2:17][N:16]([C:2]2[CH:7]=[CH:6][C:5]([CH3:8])=[C:4]([N+:9]([O-:11])=[O:10])[CH:3]=2)[CH2:15][CH2:14]1, predict the reactants needed to synthesize it. The reactants are: F[C:2]1[CH:7]=[CH:6][C:5]([CH3:8])=[C:4]([N+:9]([O-:11])=[O:10])[CH:3]=1.[CH3:12][N:13]1[CH2:18][CH2:17][NH:16][CH2:15][CH2:14]1. (3) Given the product [F:15][C:16]1[CH:17]=[CH:18][C:19]([NH:22][C:23]([C:25]2[CH:30]=[C:29]([C:6]#[N:7])[CH:28]=[C:27]([C:32]([F:35])([F:34])[F:33])[N:26]=2)=[O:24])=[N:20][CH:21]=1, predict the reactants needed to synthesize it. The reactants are: C(OC([C:6]1C=C(C#N)C=C(C)[N:7]=1)=O)C.[F:15][C:16]1[CH:17]=[CH:18][C:19]([NH:22][C:23]([C:25]2[CH:30]=[C:29](Br)[CH:28]=[C:27]([C:32]([F:35])([F:34])[F:33])[N:26]=2)=[O:24])=[N:20][CH:21]=1. (4) Given the product [CH3:28][CH:27]([CH3:29])[CH2:26][C:25]([NH:24][C:20]1[CH:21]=[CH:22][CH:23]=[C:18]([C:17]2[N:12]3[N:11]=[CH:10][C:9]([C:5]4[CH:6]=[CH:7][CH:8]=[C:3]([CH2:1][N:31]5[CH2:36][CH2:35][O:34][CH2:33][CH2:32]5)[CH:4]=4)=[C:13]3[N:14]=[CH:15][CH:16]=2)[CH:19]=1)=[O:30], predict the reactants needed to synthesize it. The reactants are: [CH:1]([C:3]1[CH:4]=[C:5]([C:9]2[CH:10]=[N:11][N:12]3[C:17]([C:18]4[CH:19]=[C:20]([NH:24][C:25](=[O:30])[CH2:26][CH:27]([CH3:29])[CH3:28])[CH:21]=[CH:22][CH:23]=4)=[CH:16][CH:15]=[N:14][C:13]=23)[CH:6]=[CH:7][CH:8]=1)=O.[NH:31]1[CH2:36][CH2:35][O:34][CH2:33][CH2:32]1. (5) Given the product [C:24]([O:23][C:21](=[O:22])[NH:20][CH2:19][CH2:18][CH2:17][C@H:16]([NH:28][C:29]([O:31][C:32]([CH3:35])([CH3:34])[CH3:33])=[O:30])[CH2:15][NH:14][C:12](=[O:13])[CH2:11][NH2:10])([CH3:27])([CH3:26])[CH3:25], predict the reactants needed to synthesize it. The reactants are: C(OC(=O)[NH:10][CH2:11][C:12]([NH:14][CH2:15][C@@H:16]([NH:28][C:29]([O:31][C:32]([CH3:35])([CH3:34])[CH3:33])=[O:30])[CH2:17][CH2:18][CH2:19][NH:20][C:21]([O:23][C:24]([CH3:27])([CH3:26])[CH3:25])=[O:22])=[O:13])C1C=CC=CC=1.